This data is from Catalyst prediction with 721,799 reactions and 888 catalyst types from USPTO. The task is: Predict which catalyst facilitates the given reaction. (1) Product: [Cl:16][C:17]1[N:18]=[C:19]([NH:26][CH2:27][C:28]2[C:33]([Cl:34])=[CH:32][CH:31]=[C:30]([O:35][CH3:36])[C:29]=2[F:37])[C:20]2[C:21](=[N:23][N:24]([CH2:2][C:3]3[CH:4]=[CH:5][C:6]4[N:7]([C:9]([CH3:15])=[C:10]([CH:12]([CH3:14])[CH3:13])[N:11]=4)[CH:8]=3)[CH:25]=2)[N:22]=1. Reactant: Br[CH2:2][C:3]1[CH:4]=[CH:5][C:6]2[N:7]([C:9]([CH3:15])=[C:10]([CH:12]([CH3:14])[CH3:13])[N:11]=2)[CH:8]=1.[Cl:16][C:17]1[N:18]=[C:19]([NH:26][CH2:27][C:28]2[C:33]([Cl:34])=[CH:32][CH:31]=[C:30]([O:35][CH3:36])[C:29]=2[F:37])[C:20]2[C:21](=[N:23][NH:24][CH:25]=2)[N:22]=1.C([O-])([O-])=O.[Cs+].[Cs+]. The catalyst class is: 23. (2) Reactant: [N:1]1[N:5]2[C:9](=[O:10])[C:4]3[N:5]([N:1]=[CH:2][CH:3]=3)[C:9](=[O:10])[C:4]2=[CH:3][CH:2]=1.[CH3:15][NH:16][C:17]1[CH:22]=[CH:21][CH:20]=[CH:19][CH:18]=1.CCO.CCCC(C)C. Product: [CH3:15][N:16]([C:17]1[CH:22]=[CH:21][CH:20]=[CH:19][CH:18]=1)[C:9]([C:4]1[CH:3]=[CH:2][NH:1][N:5]=1)=[O:10]. The catalyst class is: 850. (3) Reactant: [C:1]1([CH3:13])[CH:6]=[CH:5][CH:4]=[C:3]([N:7]2[CH2:11][CH2:10][NH:9][C:8]2=[O:12])[CH:2]=1.Br[C:15]1[CH:16]=[N:17][CH:18]=[CH:19][C:20]=1[C:21]([F:24])([F:23])[F:22].N[C@@H]1CCCC[C@H]1N.P([O-])([O-])([O-])=O.[K+].[K+].[K+]. Product: [C:1]1([CH3:13])[CH:6]=[CH:5][CH:4]=[C:3]([N:7]2[CH2:11][CH2:10][N:9]([C:15]3[CH:16]=[N:17][CH:18]=[CH:19][C:20]=3[C:21]([F:24])([F:23])[F:22])[C:8]2=[O:12])[CH:2]=1. The catalyst class is: 246.